This data is from hERG potassium channel inhibition data for cardiac toxicity prediction from Karim et al.. The task is: Regression/Classification. Given a drug SMILES string, predict its toxicity properties. Task type varies by dataset: regression for continuous values (e.g., LD50, hERG inhibition percentage) or binary classification for toxic/non-toxic outcomes (e.g., AMES mutagenicity, cardiotoxicity, hepatotoxicity). Dataset: herg_karim. (1) The compound is Cc1cccc(N2C[C@]3(CC[C@@H](c4nc5cc(OC(F)(F)F)ccc5[nH]4)CC3)OC2=O)n1. The result is 1 (blocker). (2) The molecule is Cc1ccccc1C(=O)N(CC1CCC1)C1CCNC1. The result is 0 (non-blocker). (3) The molecule is COc1ccccc1-c1nnc(SCCCN2CCc3ccc(-c4cc(C)on4)cc3CC2)n1C. The result is 1 (blocker). (4) The compound is N#Cc1ccc(OCCN2CC3CN(CCNS(=O)(=O)c4ccc(F)cc4F)CC(C2)O3)cc1. The result is 0 (non-blocker).